This data is from Ames mutagenicity test results for genotoxicity prediction. The task is: Regression/Classification. Given a drug SMILES string, predict its toxicity properties. Task type varies by dataset: regression for continuous values (e.g., LD50, hERG inhibition percentage) or binary classification for toxic/non-toxic outcomes (e.g., AMES mutagenicity, cardiotoxicity, hepatotoxicity). Dataset: ames. (1) The drug is c1cnc2c(c1)C1OC1CC2. The result is 0 (non-mutagenic). (2) The molecule is CC(CCC(=O)O)C1CCC2C3CCC4CC(O)CCC4(C)C3CCC12C. The result is 0 (non-mutagenic). (3) The molecule is Nc1ccc2ccc3cc4ccccc4c4ccc1c2c34. The result is 1 (mutagenic). (4) The drug is CC1=C(C(=O)OC(C)C)C(c2cccc([N+](=O)[O-])c2)C(=C(O)OC2CN(C(c3ccccc3)c3ccccc3)C2)C(N)=N1. The result is 0 (non-mutagenic). (5) The drug is CC1CCCN(N=O)C1. The result is 1 (mutagenic). (6) The drug is Nc1ccc(O)c(C(=O)O)c1. The result is 0 (non-mutagenic). (7) The result is 1 (mutagenic). The molecule is O=[N+]([O-])c1ccc2c(c1)oc1ccccc12.